From a dataset of NCI-60 drug combinations with 297,098 pairs across 59 cell lines. Regression. Given two drug SMILES strings and cell line genomic features, predict the synergy score measuring deviation from expected non-interaction effect. Drug 1: CC1=C2C(C(=O)C3(C(CC4C(C3C(C(C2(C)C)(CC1OC(=O)C(C(C5=CC=CC=C5)NC(=O)OC(C)(C)C)O)O)OC(=O)C6=CC=CC=C6)(CO4)OC(=O)C)OC)C)OC. Drug 2: CC1=C2C(C(=O)C3(C(CC4C(C3C(C(C2(C)C)(CC1OC(=O)C(C(C5=CC=CC=C5)NC(=O)OC(C)(C)C)O)O)OC(=O)C6=CC=CC=C6)(CO4)OC(=O)C)O)C)O. Cell line: NCIH23. Synergy scores: CSS=66.5, Synergy_ZIP=5.50, Synergy_Bliss=5.14, Synergy_Loewe=3.74, Synergy_HSA=8.89.